Dataset: TCR-epitope binding with 47,182 pairs between 192 epitopes and 23,139 TCRs. Task: Binary Classification. Given a T-cell receptor sequence (or CDR3 region) and an epitope sequence, predict whether binding occurs between them. (1) The epitope is FPPTSFGPL. The TCR CDR3 sequence is CASSFPDTQYF. Result: 1 (the TCR binds to the epitope). (2) The epitope is VSFIEFVGW. The TCR CDR3 sequence is CASSLTGGSYTGELFF. Result: 0 (the TCR does not bind to the epitope). (3) The epitope is AVFDRKSDAK. The TCR CDR3 sequence is CASSLPLARASQYF. Result: 1 (the TCR binds to the epitope). (4) The epitope is LLMPILTLT. The TCR CDR3 sequence is CAATGGAVEKLFF. Result: 1 (the TCR binds to the epitope). (5) The TCR CDR3 sequence is CASSPAGRGGFNTGELFF. Result: 1 (the TCR binds to the epitope). The epitope is FPPTSFGPL. (6) The epitope is GLCTLVAML. The TCR CDR3 sequence is CASSTTSGARIGNEQFF. Result: 1 (the TCR binds to the epitope). (7) The epitope is KLFIRQEEV. The TCR CDR3 sequence is CASSLGTSANEQYF. Result: 0 (the TCR does not bind to the epitope). (8) The epitope is NLVPMVATV. The TCR CDR3 sequence is CASSPRTIYTYEQYF. Result: 1 (the TCR binds to the epitope).